From a dataset of Peptide-MHC class I binding affinity with 185,985 pairs from IEDB/IMGT. Regression. Given a peptide amino acid sequence and an MHC pseudo amino acid sequence, predict their binding affinity value. This is MHC class I binding data. (1) The peptide sequence is YWDQVTFFY. The MHC is HLA-A02:19 with pseudo-sequence HLA-A02:19. The binding affinity (normalized) is 0.0847. (2) The peptide sequence is FVAEGDALV. The MHC is HLA-B44:02 with pseudo-sequence HLA-B44:02. The binding affinity (normalized) is 0.0847. (3) The peptide sequence is VLDRDGNFR. The MHC is HLA-A68:01 with pseudo-sequence HLA-A68:01. The binding affinity (normalized) is 0.369. (4) The peptide sequence is LTMQRLLANH. The MHC is HLA-A03:01 with pseudo-sequence HLA-A03:01. The binding affinity (normalized) is 0.374. (5) The peptide sequence is LTAAVLLLI. The MHC is HLA-B51:01 with pseudo-sequence HLA-B51:01. The binding affinity (normalized) is 0.402. (6) The peptide sequence is EDFEIFYNL. The MHC is HLA-A25:01 with pseudo-sequence HLA-A25:01. The binding affinity (normalized) is 0.0847. (7) The peptide sequence is FGKWRPVQL. The MHC is HLA-B15:01 with pseudo-sequence HLA-B15:01. The binding affinity (normalized) is 0.0847. (8) The MHC is HLA-A02:06 with pseudo-sequence HLA-A02:06. The peptide sequence is SHAKVLVTF. The binding affinity (normalized) is 0.0847. (9) The peptide sequence is ILLHSTYFPCF. The MHC is Mamu-A02 with pseudo-sequence Mamu-A02. The binding affinity (normalized) is 0.556. (10) The peptide sequence is HPLSHFVNL. The MHC is HLA-B53:01 with pseudo-sequence HLA-B53:01. The binding affinity (normalized) is 0.677.